Dataset: NCI-60 drug combinations with 297,098 pairs across 59 cell lines. Task: Regression. Given two drug SMILES strings and cell line genomic features, predict the synergy score measuring deviation from expected non-interaction effect. (1) Synergy scores: CSS=3.27, Synergy_ZIP=-0.813, Synergy_Bliss=1.88, Synergy_Loewe=-11.5, Synergy_HSA=-2.56. Cell line: CAKI-1. Drug 2: CCN(CC)CCCC(C)NC1=C2C=C(C=CC2=NC3=C1C=CC(=C3)Cl)OC. Drug 1: C1=NNC2=C1C(=O)NC=N2. (2) Drug 1: COC1=CC(=CC(=C1O)OC)C2C3C(COC3=O)C(C4=CC5=C(C=C24)OCO5)OC6C(C(C7C(O6)COC(O7)C8=CC=CS8)O)O. Drug 2: C1=CC=C(C(=C1)C(C2=CC=C(C=C2)Cl)C(Cl)Cl)Cl. Cell line: SK-OV-3. Synergy scores: CSS=26.9, Synergy_ZIP=-5.42, Synergy_Bliss=0.413, Synergy_Loewe=-53.4, Synergy_HSA=1.05. (3) Drug 2: C1=NC2=C(N1)C(=S)N=CN2. Cell line: HS 578T. Synergy scores: CSS=22.8, Synergy_ZIP=-4.24, Synergy_Bliss=4.41, Synergy_Loewe=-13.9, Synergy_HSA=2.24. Drug 1: CC1=C(C=C(C=C1)NC(=O)C2=CC=C(C=C2)CN3CCN(CC3)C)NC4=NC=CC(=N4)C5=CN=CC=C5. (4) Synergy scores: CSS=5.09, Synergy_ZIP=-6.28, Synergy_Bliss=-6.57, Synergy_Loewe=-6.69, Synergy_HSA=-5.78. Drug 2: C1C(C(OC1N2C=NC3=C2NC=NCC3O)CO)O. Drug 1: C1=NC(=NC(=O)N1C2C(C(C(O2)CO)O)O)N. Cell line: NCI/ADR-RES. (5) Drug 1: CN1C2=C(C=C(C=C2)N(CCCl)CCCl)N=C1CCCC(=O)O.Cl. Drug 2: COCCOC1=C(C=C2C(=C1)C(=NC=N2)NC3=CC=CC(=C3)C#C)OCCOC.Cl. Cell line: CAKI-1. Synergy scores: CSS=10.8, Synergy_ZIP=3.49, Synergy_Bliss=8.20, Synergy_Loewe=-0.716, Synergy_HSA=2.76. (6) Drug 1: C1=CC(=CC=C1CC(C(=O)O)N)N(CCCl)CCCl.Cl. Drug 2: C1CC(C1)(C(=O)O)C(=O)O.[NH2-].[NH2-].[Pt+2]. Cell line: KM12. Synergy scores: CSS=6.00, Synergy_ZIP=-4.44, Synergy_Bliss=-8.46, Synergy_Loewe=-7.10, Synergy_HSA=-7.06. (7) Drug 1: C1=CC(=CC=C1CCC2=CNC3=C2C(=O)NC(=N3)N)C(=O)NC(CCC(=O)O)C(=O)O. Drug 2: C(CCl)NC(=O)N(CCCl)N=O. Cell line: SK-MEL-5. Synergy scores: CSS=4.07, Synergy_ZIP=-1.79, Synergy_Bliss=1.88, Synergy_Loewe=-6.06, Synergy_HSA=-2.84. (8) Drug 1: C1CCN(CC1)CCOC2=CC=C(C=C2)C(=O)C3=C(SC4=C3C=CC(=C4)O)C5=CC=C(C=C5)O. Drug 2: CC1=C(N=C(N=C1N)C(CC(=O)N)NCC(C(=O)N)N)C(=O)NC(C(C2=CN=CN2)OC3C(C(C(C(O3)CO)O)O)OC4C(C(C(C(O4)CO)O)OC(=O)N)O)C(=O)NC(C)C(C(C)C(=O)NC(C(C)O)C(=O)NCCC5=NC(=CS5)C6=NC(=CS6)C(=O)NCCC[S+](C)C)O. Cell line: M14. Synergy scores: CSS=-3.99, Synergy_ZIP=2.36, Synergy_Bliss=1.04, Synergy_Loewe=-1.91, Synergy_HSA=-2.54.